This data is from Full USPTO retrosynthesis dataset with 1.9M reactions from patents (1976-2016). The task is: Predict the reactants needed to synthesize the given product. (1) Given the product [Br:16][C:11]1[CH:10]=[C:9]([S:8][CH2:1][CH:2]2[CH2:3][CH2:4][CH2:5][CH2:6][CH2:7]2)[CH:14]=[CH:13][C:12]=1[F:15], predict the reactants needed to synthesize it. The reactants are: [C:1](=O)([S:8][C:9]1[CH:14]=[CH:13][C:12]([F:15])=[C:11]([Br:16])[CH:10]=1)[C:2]1[CH:7]=[CH:6][CH:5]=[CH:4][CH:3]=1.BrCC1CCCCC1. (2) Given the product [CH3:20][C:21]1[N:22]=[C:23]([N:31]2[CH2:35][CH2:34][N:33]([CH2:14][C:13]3[CH:16]=[CH:17][C:10]([C:9]([F:19])([F:18])[F:8])=[CH:11][CH:12]=3)[C:32]2=[O:36])[S:24][C:25]=1[C:26]([O:28][CH2:29][CH3:30])=[O:27], predict the reactants needed to synthesize it. The reactants are: BrCC1CC1(F)F.[F:8][C:9]([F:19])([F:18])[C:10]1[CH:17]=[CH:16][C:13]([CH2:14]Br)=[CH:12][CH:11]=1.[CH3:20][C:21]1[N:22]=[C:23]([N:31]2[CH2:35][CH2:34][NH:33][C:32]2=[O:36])[S:24][C:25]=1[C:26]([O:28][CH2:29][CH3:30])=[O:27].